From a dataset of Full USPTO retrosynthesis dataset with 1.9M reactions from patents (1976-2016). Predict the reactants needed to synthesize the given product. Given the product [CH2:27]([NH:2][C:3]1[CH:8]=[CH:7][C:6]([NH:9][C:10](=[O:26])[C:11]([N:13]2[CH2:18][CH2:17][CH:16]([CH2:19][C:20]3[CH:21]=[CH:22][CH:23]=[CH:24][CH:25]=3)[CH2:15][CH2:14]2)=[O:12])=[CH:5][CH:4]=1)[C:28]1[CH:33]=[CH:32][CH:31]=[CH:30][CH:29]=1, predict the reactants needed to synthesize it. The reactants are: Cl.[NH2:2][C:3]1[CH:8]=[CH:7][C:6]([NH:9][C:10](=[O:26])[C:11]([N:13]2[CH2:18][CH2:17][CH:16]([CH2:19][C:20]3[CH:25]=[CH:24][CH:23]=[CH:22][CH:21]=3)[CH2:15][CH2:14]2)=[O:12])=[CH:5][CH:4]=1.[CH:27](=O)[C:28]1[CH:33]=[CH:32][CH:31]=[CH:30][CH:29]=1.